This data is from Peptide-MHC class I binding affinity with 185,985 pairs from IEDB/IMGT. The task is: Regression. Given a peptide amino acid sequence and an MHC pseudo amino acid sequence, predict their binding affinity value. This is MHC class I binding data. The peptide sequence is AENLWVTVY. The MHC is HLA-B15:01 with pseudo-sequence HLA-B15:01. The binding affinity (normalized) is 0.648.